The task is: Predict the reactants needed to synthesize the given product.. This data is from Full USPTO retrosynthesis dataset with 1.9M reactions from patents (1976-2016). Given the product [OH2:22].[C:2](#[N:1])[CH3:3].[C:45]([O-:48])(=[O:47])[CH3:46].[NH4+:27], predict the reactants needed to synthesize it. The reactants are: [NH2:1][C@H:2]1CCN(CCN2C3C(=CC=C(C#N)C=3)C=CC2=[O:22])C[C@H:3]1F.C([N:27](CC)C(C)C)(C)C.O1C2C=C(C=O)N=CC=2OCC1.[C:45]([O:48][BH-]([O:48][C:45](=[O:47])[CH3:46])[O:48][C:45](=[O:47])[CH3:46])(=[O:47])[CH3:46].[Na+].